From a dataset of Full USPTO retrosynthesis dataset with 1.9M reactions from patents (1976-2016). Predict the reactants needed to synthesize the given product. (1) Given the product [ClH:11].[CH3:7][S:8]([O:5][CH2:4][CH2:3][N:2]([CH3:6])[CH3:1])(=[O:10])=[O:9], predict the reactants needed to synthesize it. The reactants are: [CH3:1][N:2]([CH3:6])[CH2:3][CH2:4][OH:5].[CH3:7][S:8]([Cl:11])(=[O:10])=[O:9]. (2) Given the product [Cl:5][C:6]1[CH:7]=[C:8]([C:12]2[N:16]=[C:15]([C@@H:17]([N:2]([CH3:1])[CH3:34])[CH2:18][C:19]3[N:23]([CH:24]4[CH2:26][CH2:25]4)[C:22]([C:27]4[CH:32]=[CH:31][N:30]=[CH:29][CH:28]=4)=[N:21][N:20]=3)[O:14][N:13]=2)[CH:9]=[CH:10][CH:11]=1, predict the reactants needed to synthesize it. The reactants are: [C:1]([BH3-])#[N:2].[Na+].[Cl:5][C:6]1[CH:7]=[C:8]([C:12]2[N:16]=[C:15]([C@@H:17](N)[CH2:18][C:19]3[N:23]([CH:24]4[CH2:26][CH2:25]4)[C:22]([C:27]4[CH:32]=[CH:31][N:30]=[CH:29][CH:28]=4)=[N:21][N:20]=3)[O:14][N:13]=2)[CH:9]=[CH:10][CH:11]=1.[CH:34](O)=O.C=O.